Dataset: Forward reaction prediction with 1.9M reactions from USPTO patents (1976-2016). Task: Predict the product of the given reaction. (1) Given the reactants FC(F)(F)S([O-])(=O)=O.[Br:9][C:10]1[CH:11]=[C:12]2[C:17](=[CH:18][CH:19]=1)[NH:16][C:15](=[O:20])[C:14]([I+]C1C=CC=CC=1)=[C:13]2[OH:28].[NH2:29][C:30]1[CH:35]=[CH:34][CH:33]=[CH:32][CH:31]=1, predict the reaction product. The product is: [Br:9][C:10]1[CH:11]=[C:12]2[C:17](=[CH:18][CH:19]=1)[NH:16][C:15](=[O:20])[C:14]([NH:29][C:30]1[CH:35]=[CH:34][CH:33]=[CH:32][CH:31]=1)=[C:13]2[OH:28]. (2) Given the reactants [CH3:1][O:2][C:3](=[O:19])[CH:4]([NH:8][C:9](=[O:18])[C:10]1[C:15]([Cl:16])=[CH:14][CH:13]=[CH:12][C:11]=1[Cl:17])[CH2:5][CH:6]=[CH2:7].I[C:21]1[CH:26]=[CH:25][C:24]([C:27]2([O:33][CH2:34][CH3:35])[CH2:32][CH2:31][O:30][CH2:29][CH2:28]2)=[CH:23][CH:22]=1, predict the reaction product. The product is: [CH3:1][O:2][C:3](=[O:19])[CH:4]([NH:8][C:9](=[O:18])[C:10]1[C:11]([Cl:17])=[CH:12][CH:13]=[CH:14][C:15]=1[Cl:16])[CH2:5]/[CH:6]=[CH:7]/[C:21]1[CH:22]=[CH:23][C:24]([C:27]2([O:33][CH2:34][CH3:35])[CH2:32][CH2:31][O:30][CH2:29][CH2:28]2)=[CH:25][CH:26]=1. (3) Given the reactants [CH3:1][C:2]1([CH3:24])[O:6][C@H:5]2[C@H:7]([N:14]3[C:18]4[N:19]=[CH:20][N:21]=[C:22]([CH3:23])[C:17]=4[CH:16]=[CH:15]3)[O:8][C@@H:9]([CH:10]([OH:13])[C:11]#[CH:12])[C@H:4]2[O:3]1.CC(OI1(OC(C)=O)(OC(C)=O)OC(=O)C2C=CC=CC1=2)=O, predict the reaction product. The product is: [CH3:1][C:2]1([CH3:24])[O:6][C@H:5]2[C@H:7]([N:14]3[C:18]4[N:19]=[CH:20][N:21]=[C:22]([CH3:23])[C:17]=4[CH:16]=[CH:15]3)[O:8][C@@H:9]([C:10](=[O:13])[C:11]#[CH:12])[C@H:4]2[O:3]1. (4) Given the reactants [O:1]1[CH:5]=[CH:4][CH:3]=[C:2]1[C:6](=[O:12])[C:7]([O:9][CH2:10][CH3:11])=[O:8].[BH4-].[Na+].C(O)(=O)C, predict the reaction product. The product is: [O:1]1[CH:5]=[CH:4][CH:3]=[C:2]1[CH:6]([OH:12])[C:7]([O:9][CH2:10][CH3:11])=[O:8]. (5) Given the reactants [Cl:1][C:2]1[CH:7]=[CH:6][C:5]([CH:8](O)[C:9]2[C:10]([C:16]([O:18][CH2:19][CH3:20])=[O:17])=[N:11][N:12]([CH3:15])[C:13]=2[CH3:14])=[CH:4][CH:3]=1.[CH3:22][C:23]1[C:27]2[CH:28]=[C:29]([NH2:32])[CH:30]=[CH:31][C:26]=2[O:25][N:24]=1, predict the reaction product. The product is: [Cl:1][C:2]1[CH:7]=[CH:6][C:5]([CH:8]([NH:32][C:29]2[CH:30]=[CH:31][C:26]3[O:25][N:24]=[C:23]([CH3:22])[C:27]=3[CH:28]=2)[C:9]2[C:10]([C:16]([O:18][CH2:19][CH3:20])=[O:17])=[N:11][N:12]([CH3:15])[C:13]=2[CH3:14])=[CH:4][CH:3]=1. (6) Given the reactants Cl[C:2]1[N:7]=[CH:6][C:5]([CH2:8][NH:9][CH3:10])=[CH:4][CH:3]=1.O.[NH2:12][NH2:13], predict the reaction product. The product is: [NH:12]([C:2]1[N:7]=[CH:6][C:5]([CH2:8][NH:9][CH3:10])=[CH:4][CH:3]=1)[NH2:13]. (7) The product is: [CH2:27]([C@H:10]1[C@@H:9]([OH:8])[CH2:13][C:12](=[O:14])[N:11]1[C:15]1[CH:22]=[CH:21][C:18]([C:19]#[N:20])=[C:17]([C:23]([F:26])([F:24])[F:25])[CH:16]=1)[CH3:28]. Given the reactants [Si]([O:8][C@H:9]1[CH2:13][C:12](=[O:14])[N:11]([C:15]2[CH:22]=[CH:21][C:18]([C:19]#[N:20])=[C:17]([C:23]([F:26])([F:25])[F:24])[CH:16]=2)[C@H:10]1[CH2:27][CH3:28])(C(C)(C)C)(C)C.C(O)C.Cl.C(=O)([O-])O.[Na+], predict the reaction product. (8) Given the reactants Br[CH2:2][C:3]1[CH:4]=[CH:5][C:6]2[N:7]=[C:8]([Cl:19])[N:9]=[C:10]([N:13]3[CH2:18][CH2:17][O:16][CH2:15][CH2:14]3)[C:11]=2[N:12]=1.[N-:20]=[N+:21]=[N-:22].[Na+], predict the reaction product. The product is: [N:20]([CH2:2][C:3]1[CH:4]=[CH:5][C:6]2[N:7]=[C:8]([Cl:19])[N:9]=[C:10]([N:13]3[CH2:18][CH2:17][O:16][CH2:15][CH2:14]3)[C:11]=2[N:12]=1)=[N+:21]=[N-:22]. (9) Given the reactants [CH2:1]([N:3]1[CH:7]=[C:6](B2OC(C)(C)C(C)(C)O2)[C:5]([C:17]2[CH:22]=[CH:21][C:20]([N+:23]([O-:25])=[O:24])=[CH:19][CH:18]=2)=[N:4]1)[CH3:2].Br[C:27]1[CH:32]=[CH:31][N:30]=[C:29]2[NH:33][CH:34]=[CH:35][C:28]=12.C(=O)([O-])[O-].[K+].[K+], predict the reaction product. The product is: [CH2:1]([N:3]1[CH:7]=[C:6]([C:27]2[CH:32]=[CH:31][N:30]=[C:29]3[NH:33][CH:34]=[CH:35][C:28]=23)[C:5]([C:17]2[CH:18]=[CH:19][C:20]([N+:23]([O-:25])=[O:24])=[CH:21][CH:22]=2)=[N:4]1)[CH3:2].